Task: Predict the reactants needed to synthesize the given product.. Dataset: Full USPTO retrosynthesis dataset with 1.9M reactions from patents (1976-2016) Given the product [N+:16]([C:9]1[CH:8]=[C:7]2[C:12](=[CH:11][CH:10]=1)[N:4]([CH2:1][CH2:2][CH3:3])[C:5](=[O:15])[C:6]12[CH2:14][CH2:13]1)([O-:18])=[O:17], predict the reactants needed to synthesize it. The reactants are: [CH2:1]([N:4]1[C:12]2[C:7](=[CH:8][CH:9]=[CH:10][CH:11]=2)[C:6]2([CH2:14][CH2:13]2)[C:5]1=[O:15])[CH2:2][CH3:3].[N+:16]([O-])([OH:18])=[O:17].